This data is from Forward reaction prediction with 1.9M reactions from USPTO patents (1976-2016). The task is: Predict the product of the given reaction. (1) The product is: [CH:10]1[C:11]2[CH:12]([CH2:14][O:15][C:16]([NH:18][C@H:19]([CH2:26][CH2:27][CH2:28][CH2:29][NH:30][C:31](=[O:60])[CH2:32][CH2:33][C@H:34]([NH:42][C:43](=[O:59])[CH2:44][CH2:45][CH2:46][CH2:47][CH2:48][CH2:49][CH2:50][CH2:51][CH2:52][CH2:53][CH2:54][CH2:55][CH2:56][CH2:57][CH3:58])[C:35]([O:37][C:38]([CH3:40])([CH3:41])[CH3:39])=[O:36])[C:20]([OH:22])=[O:21])=[O:17])[C:13]3[C:5](=[CH:4][CH:3]=[CH:2][CH:1]=3)[C:6]=2[CH:7]=[CH:8][CH:9]=1. Given the reactants [CH:1]1[C:13]2[CH:12]([CH2:14][O:15][C:16]([NH:18][C@H:19]([CH2:26][CH2:27][CH2:28][CH2:29][NH:30][C:31](=[O:60])[CH2:32][CH2:33][C@H:34]([NH:42][C:43](=[O:59])[CH2:44][CH2:45][CH2:46][CH2:47][CH2:48][CH2:49][CH2:50][CH2:51][CH2:52][CH2:53][CH2:54][CH2:55][CH2:56][CH2:57][CH3:58])[C:35]([O:37][C:38]([CH3:41])([CH3:40])[CH3:39])=[O:36])[C:20]([O:22]CC=C)=[O:21])=[O:17])[C:11]3[C:6](=[CH:7][CH:8]=[CH:9][CH:10]=3)[C:5]=2[CH:4]=[CH:3][CH:2]=1.C1([SiH3])C=CC=CC=1.C(Cl)Cl.CO.C1(P(=O)(C2C=CC=CC=2)C2C=CC=CC=2)C=CC=CC=1, predict the reaction product. (2) The product is: [CH3:19][O:18][C:16](=[O:17])[CH2:15][C:10]1[CH:11]=[CH:12][CH:13]=[C:14]([Br:6])[C:9]=1[OH:8]. Given the reactants C(N)(C)(C)C.[Br:6]Br.[OH:8][C:9]1[CH:14]=[CH:13][CH:12]=[CH:11][C:10]=1[CH2:15][C:16]([O:18][CH3:19])=[O:17].O, predict the reaction product. (3) Given the reactants [OH:1][C:2]1[CH:9]=[CH:8][C:5]([CH:6]=O)=[CH:4][CH:3]=1.[NH:10]1[CH2:15][CH2:14][O:13][CH2:12][CH2:11]1.C(O)=O.Cl, predict the reaction product. The product is: [O:13]1[CH2:14][CH2:15][N:10]([CH2:6][C:5]2[CH:8]=[CH:9][C:2]([OH:1])=[CH:3][CH:4]=2)[CH2:11][CH2:12]1. (4) Given the reactants CS(C)=O.CC(OI1(OC(C)=O)(OC(C)=O)OC(=O)C2C=CC=CC1=2)=O.[OH:27][CH2:28][C:29]1[CH:30]=[CH:31][C:32]2[N:33]([CH:35]=[C:36]([NH:38][C:39]([C:41]3[S:45][C:44]([C:46]4[CH:51]=[CH:50][N:49]=[CH:48][CH:47]=4)=[N:43][CH:42]=3)=[O:40])[N:37]=2)[N:34]=1, predict the reaction product. The product is: [CH:28]([C:29]1[CH:30]=[CH:31][C:32]2[N:33]([CH:35]=[C:36]([NH:38][C:39]([C:41]3[S:45][C:44]([C:46]4[CH:51]=[CH:50][N:49]=[CH:48][CH:47]=4)=[N:43][CH:42]=3)=[O:40])[N:37]=2)[N:34]=1)=[O:27]. (5) The product is: [Cl:19][C:2]1[C:11]2[C:6](=[CH:7][CH:8]=[CH:9][CH:10]=2)[N:5]=[C:4]([C:12]([O:14][CH2:15][CH3:16])=[O:13])[N:3]=1. Given the reactants O=[C:2]1[C:11]2[C:6](=[CH:7][CH:8]=[CH:9][CH:10]=2)[N:5]=[C:4]([C:12]([O:14][CH2:15][CH3:16])=[O:13])[NH:3]1.S(Cl)([Cl:19])=O, predict the reaction product.